From a dataset of Full USPTO retrosynthesis dataset with 1.9M reactions from patents (1976-2016). Predict the reactants needed to synthesize the given product. (1) The reactants are: [Cl:1][C:2]1[N:7]=[C:6]([CH2:8][C:9]([C:11]2[CH:16]=[CH:15][C:14]([CH3:17])=[C:13]([O:18][CH3:19])[CH:12]=2)=O)[CH:5]=[CH:4][N:3]=1.[CH2:20]([NH:22][C:23]([NH2:25])=[S:24])[CH3:21]. Given the product [Cl:1][C:2]1[N:7]=[C:6]([C:8]2[S:24][C:23]([NH:22][CH2:20][CH3:21])=[N:25][C:9]=2[C:11]2[CH:16]=[CH:15][C:14]([CH3:17])=[C:13]([O:18][CH3:19])[CH:12]=2)[CH:5]=[CH:4][N:3]=1, predict the reactants needed to synthesize it. (2) Given the product [C:1]([NH:5][C:6]([C:8]1[CH:13]=[CH:12][C:11]([S:14]([N:17]2[C:21](=[O:22])[N:20]([CH2:39][CH:40]([OH:45])[C:41]([F:44])([F:43])[F:42])[C:19]([C:23]3[CH:24]=[CH:25][C:26]([Cl:29])=[CH:27][CH:28]=3)=[N:18]2)(=[O:16])=[O:15])=[C:10]([O:30][CH3:31])[CH:9]=1)=[O:7])([CH3:4])([CH3:3])[CH3:2], predict the reactants needed to synthesize it. The reactants are: [C:1]([NH:5][C:6]([C:8]1[CH:13]=[CH:12][C:11]([S:14]([N:17]2[C:21](=[O:22])[NH:20][C:19]([C:23]3[CH:28]=[CH:27][C:26]([Cl:29])=[CH:25][CH:24]=3)=[N:18]2)(=[O:16])=[O:15])=[C:10]([O:30][CH3:31])[CH:9]=1)=[O:7])([CH3:4])([CH3:3])[CH3:2].C(=O)([O-])[O-].[Cs+].[Cs+].Br[CH2:39][CH:40]([OH:45])[C:41]([F:44])([F:43])[F:42]. (3) Given the product [F:28][C:29]([O:30][C:31]1[CH:38]=[CH:37][C:34]([CH:35]=[CH2:1])=[CH:33][CH:32]=1)([F:40])[F:39], predict the reactants needed to synthesize it. The reactants are: [CH3:1]C([O-])(C)C.[K+].[I-].C[P+](C1C=CC=CC=1)(C1C=CC=CC=1)C1C=CC=CC=1.[F:28][C:29]([F:40])([F:39])[O:30][C:31]1[CH:38]=[CH:37][C:34]([CH:35]=O)=[CH:33][CH:32]=1.O.